This data is from Reaction yield outcomes from USPTO patents with 853,638 reactions. The task is: Predict the reaction yield, written as a fraction of the theoretical maximum amount of product (1.0 means a 100% yield; for example, 0.34 means a 34% yield). (1) The reactants are [C:1]([O:5][C:6]([N:8]1[CH2:12][CH2:11][CH:10]2[NH:13][CH2:14][CH:15]([C:16]3[C:24]4[C:19](=[CH:20][C:21]([F:25])=[CH:22][CH:23]=4)[NH:18][CH:17]=3)[CH:9]12)=[O:7])([CH3:4])([CH3:3])[CH3:2].CCN(C(C)C)C(C)C.Cl[C:36]1[N:41]=[CH:40][CH:39]=[CH:38][N:37]=1. The catalyst is CN(C=O)C.O. The product is [C:1]([O:5][C:6]([N:8]1[CH2:12][CH2:11][CH:10]2[N:13]([C:36]3[N:41]=[CH:40][CH:39]=[CH:38][N:37]=3)[CH2:14][CH:15]([C:16]3[C:24]4[C:19](=[CH:20][C:21]([F:25])=[CH:22][CH:23]=4)[NH:18][CH:17]=3)[CH:9]12)=[O:7])([CH3:4])([CH3:2])[CH3:3]. The yield is 0.460. (2) The reactants are [Cl:1][C:2]1[CH:7]=[CH:6][CH:5]=[C:4](F)[C:3]=1[C:9]1[C:13]([C:14](C(N)C2C=CC(C(O)=O)=CC=2)=[O:15])=[C:12]([CH3:27])[O:11][N:10]=1.[OH-:28].[Na+].CN([CH:33]=[O:34])C. The catalyst is CO. The product is [Cl:1][C:2]1[C:3]2[C:9]3[C:13](=[C:12]([CH3:27])[O:11][N:10]=3)[C:14](=[O:15])[N:10]([CH2:9][C:3]3[CH:4]=[CH:5][C:6]([C:33]([OH:34])=[O:28])=[CH:7][CH:2]=3)[C:4]=2[CH:5]=[CH:6][CH:7]=1. The yield is 0.900. (3) The reactants are C1C=CC(N([S:8]([C:11]([F:14])([F:13])[F:12])(=[O:10])=[O:9])[S:8]([C:11]([F:14])([F:13])[F:12])(=[O:10])=[O:9])=CC=1.[OH:22][C:23]1[CH:32]=[CH:31][C:30]2[C:25](=[C:26]([O:33][CH3:34])[CH:27]=[CH:28][CH:29]=2)[CH:24]=1.O. The yield is 0.870. The catalyst is C(Cl)Cl. The product is [F:12][C:11]([F:14])([F:13])[S:8]([O:22][C:23]1[CH:32]=[CH:31][C:30]2[C:25](=[C:26]([O:33][CH3:34])[CH:27]=[CH:28][CH:29]=2)[CH:24]=1)(=[O:10])=[O:9]. (4) The reactants are [N:1]1([C:7]2[CH:12]=[CH:11][C:10]([CH2:13][N:14]3[CH2:19][CH2:18][N:17](C(OC(C)(C)C)=O)[CH2:16][CH2:15]3)=[C:9]([C:27]([F:30])([F:29])[F:28])[CH:8]=2)[CH2:6][CH2:5][O:4][CH2:3][CH2:2]1.FC(F)(F)C(O)=O. The catalyst is ClCCl. The product is [N:14]1([CH2:13][C:10]2[CH:11]=[CH:12][C:7]([N:1]3[CH2:6][CH2:5][O:4][CH2:3][CH2:2]3)=[CH:8][C:9]=2[C:27]([F:30])([F:29])[F:28])[CH2:19][CH2:18][NH:17][CH2:16][CH2:15]1. The yield is 0.810. (5) The reactants are N1C=CN=C1.C(NCC(O)=O)(=O)C.P(Cl)(Cl)(Cl)=O.[CH3:19][N:20]([CH3:30])/[C:21](=[C:23]1/[N:24]=[C:25]([CH3:29])[O:26][C:27]/1=[O:28])/[CH3:22].[O-:31][CH2:32][CH3:33]. The catalyst is CC(N(C)C)=O. The product is [C:32]([NH:24]/[C:23](=[C:21](/[N:20]([CH3:30])[CH3:19])\[CH3:22])/[C:27]([O:26][CH2:25][CH3:29])=[O:28])(=[O:31])[CH3:33]. The yield is 0.500.